This data is from Reaction yield outcomes from USPTO patents with 853,638 reactions. The task is: Predict the reaction yield, written as a fraction of the theoretical maximum amount of product (1.0 means a 100% yield; for example, 0.34 means a 34% yield). (1) The yield is 0.620. The product is [O:13]=[C:9]1[CH2:10][CH2:11][CH2:12][N:8]1[C@@H:5]1[CH2:4][CH2:3][C@H:2]([O:1][C:40](=[O:41])[C:39]2[CH:38]=[CH:37][C:36]([N+:33]([O-:35])=[O:34])=[CH:44][CH:43]=2)[CH2:7][CH2:6]1. The reactants are [OH:1][C@H:2]1[CH2:7][CH2:6][C@H:5]([N:8]2[CH2:12][CH2:11][CH2:10][C:9]2=[O:13])[CH2:4][CH2:3]1.C1(P(C2C=CC=CC=2)C2C=CC=CC=2)C=CC=CC=1.[N+:33]([C:36]1[CH:44]=[CH:43][C:39]([C:40](O)=[O:41])=[CH:38][CH:37]=1)([O-:35])=[O:34].N(C(OC(C)C)=O)=NC(OC(C)C)=O. The catalyst is O1CCCC1. (2) The reactants are [Cl:1][C:2]1[CH:7]=[C:6](Cl)[CH:5]=[C:4]([Cl:9])[N:3]=1.[CH3:10][O-:11].[Na+]. The catalyst is CO. The product is [Cl:1][C:2]1[CH:7]=[C:6]([O:11][CH3:10])[CH:5]=[C:4]([Cl:9])[N:3]=1. The yield is 0.610.